This data is from NCI-60 drug combinations with 297,098 pairs across 59 cell lines. The task is: Regression. Given two drug SMILES strings and cell line genomic features, predict the synergy score measuring deviation from expected non-interaction effect. Drug 1: CC1C(C(CC(O1)OC2CC(CC3=C2C(=C4C(=C3O)C(=O)C5=C(C4=O)C(=CC=C5)OC)O)(C(=O)C)O)N)O.Cl. Drug 2: C1=CC=C(C(=C1)C(C2=CC=C(C=C2)Cl)C(Cl)Cl)Cl. Cell line: T-47D. Synergy scores: CSS=14.9, Synergy_ZIP=3.15, Synergy_Bliss=9.88, Synergy_Loewe=0.388, Synergy_HSA=9.86.